From a dataset of Catalyst prediction with 721,799 reactions and 888 catalyst types from USPTO. Predict which catalyst facilitates the given reaction. (1) Reactant: [Cl:1][C:2]1[N:3]=[C:4](Cl)[C:5]2[N:10]([CH2:11][C@H:12]3[CH2:17][CH2:16][C@H:15]([CH3:18])[CH2:14][CH2:13]3)[CH:9]=[CH:8][C:6]=2[N:7]=1.[Cl:20][C:21]1[CH:22]=[C:23](B(O)O)[CH:24]=[CH:25][CH:26]=1.C([O-])([O-])=O.[Na+].[Na+].O1CCOCC1. Product: [Cl:1][C:2]1[N:3]=[C:4]([C:25]2[CH:24]=[CH:23][CH:22]=[C:21]([Cl:20])[CH:26]=2)[C:5]2[N:10]([CH2:11][C@H:12]3[CH2:17][CH2:16][C@H:15]([CH3:18])[CH2:14][CH2:13]3)[CH:9]=[CH:8][C:6]=2[N:7]=1. The catalyst class is: 103. (2) Reactant: [CH3:1][O:2][C:3](=[O:27])[C:4]([N:6]([C:21]1[CH:26]=[CH:25][CH:24]=[CH:23][CH:22]=1)[C:7]1[C:12]([C:13](=[O:16])[CH2:14][CH3:15])=[CH:11][CH:10]=[C:9]([C:17]([F:20])([F:19])[F:18])[N:8]=1)=O.CO.C(=O)([O-])[O-].[K+].[K+]. Product: [CH3:1][O:2][C:3]([C:4]1[N:6]([C:21]2[CH:26]=[CH:25][CH:24]=[CH:23][CH:22]=2)[C:7]2[C:12]([C:13](=[O:16])[C:14]=1[CH3:15])=[CH:11][CH:10]=[C:9]([C:17]([F:20])([F:19])[F:18])[N:8]=2)=[O:27]. The catalyst class is: 6. (3) Reactant: [NH2:1][C:2]1[CH:3]=[C:4]([CH:8]=[C:9]([O:11][CH3:12])[CH:10]=1)[C:5]([OH:7])=O.[NH2:13][CH2:14][CH2:15][O:16][CH2:17][CH2:18][O:19][CH2:20][CH2:21][C:22]([O:24][C:25]([CH3:28])([CH3:27])[CH3:26])=[O:23].C(N(CC)CC)C.C(P1(=O)OP(CCC)(=O)OP(CCC)(=O)O1)CC.CCOC(C)=O. Product: [NH2:1][C:2]1[CH:3]=[C:4]([CH:8]=[C:9]([O:11][CH3:12])[CH:10]=1)[C:5]([NH:13][CH2:14][CH2:15][O:16][CH2:17][CH2:18][O:19][CH2:20][CH2:21][C:22]([O:24][C:25]([CH3:28])([CH3:27])[CH3:26])=[O:23])=[O:7]. The catalyst class is: 2. (4) Reactant: Br[CH2:2][CH2:3][O:4][CH2:5][CH2:6][N:7]1[C:11]2[CH:12]=[CH:13][CH:14]=[CH:15][C:10]=2[N:9]([C:16]2[C:21]([F:22])=[CH:20][CH:19]=[CH:18][C:17]=2[F:23])[S:8]1(=[O:25])=[O:24].[CH3:26][NH2:27]. Product: [F:23][C:17]1[CH:18]=[CH:19][CH:20]=[C:21]([F:22])[C:16]=1[N:9]1[C:10]2[CH:15]=[CH:14][CH:13]=[CH:12][C:11]=2[N:7]([CH2:6][CH2:5][O:4][CH2:3][CH2:2][NH:27][CH3:26])[S:8]1(=[O:25])=[O:24]. The catalyst class is: 5. (5) Reactant: C([O:8][C:9]1[CH:10]=[C:11]2[C:15](=[C:16]([N+:19]([O-:21])=[O:20])[C:17]=1[OH:18])[C:14](=[O:22])[CH2:13][CH2:12]2)C1C=CC=CC=1. Product: [OH:8][C:9]1[CH:10]=[C:11]2[C:15](=[C:16]([N+:19]([O-:21])=[O:20])[C:17]=1[OH:18])[C:14](=[O:22])[CH2:13][CH2:12]2. The catalyst class is: 570. (6) The catalyst class is: 40. Reactant: [NH2:1]/[C:2](=[N:16]\[O:17][C:18](=O)[CH2:19][C:20]1[CH:25]=[CH:24][C:23]([CH3:26])=[CH:22][CH:21]=1)/[C@H:3]1[CH2:7][CH2:6][C@H:5]([NH:8][C:9](=[O:15])[O:10][C:11]([CH3:14])([CH3:13])[CH3:12])[CH2:4]1.C([O-])(=O)C.[Na+]. Product: [CH3:26][C:23]1[CH:24]=[CH:25][C:20]([CH2:19][C:18]2[O:17][N:16]=[C:2]([C@H:3]3[CH2:7][CH2:6][C@H:5]([NH:8][C:9](=[O:15])[O:10][C:11]([CH3:14])([CH3:13])[CH3:12])[CH2:4]3)[N:1]=2)=[CH:21][CH:22]=1. (7) Reactant: [O:1]=[C:2]1[C:11]2[C:6](=[CH:7][CH:8]=[C:9]([C:12]#[N:13])[CH:10]=2)[CH2:5][CH2:4][NH:3]1.I[C:15]1[CH:16]=[N:17][CH:18]=[CH:19][C:20]=1[CH3:21].P([O-])([O-])([O-])=O.[K+].[K+].[K+]. Product: [CH3:21][C:20]1[CH:19]=[CH:18][N:17]=[CH:16][C:15]=1[N:3]1[CH2:4][CH2:5][C:6]2[C:11](=[CH:10][C:9]([C:12]#[N:13])=[CH:8][CH:7]=2)[C:2]1=[O:1]. The catalyst class is: 246.